The task is: Regression. Given two drug SMILES strings and cell line genomic features, predict the synergy score measuring deviation from expected non-interaction effect.. This data is from NCI-60 drug combinations with 297,098 pairs across 59 cell lines. (1) Drug 1: CC(C1=C(C=CC(=C1Cl)F)Cl)OC2=C(N=CC(=C2)C3=CN(N=C3)C4CCNCC4)N. Drug 2: C1CCC(C1)C(CC#N)N2C=C(C=N2)C3=C4C=CNC4=NC=N3. Cell line: HOP-92. Synergy scores: CSS=12.7, Synergy_ZIP=-3.63, Synergy_Bliss=1.84, Synergy_Loewe=-2.10, Synergy_HSA=2.02. (2) Drug 1: CCC1=CC2CC(C3=C(CN(C2)C1)C4=CC=CC=C4N3)(C5=C(C=C6C(=C5)C78CCN9C7C(C=CC9)(C(C(C8N6C)(C(=O)OC)O)OC(=O)C)CC)OC)C(=O)OC.C(C(C(=O)O)O)(C(=O)O)O. Drug 2: C1=NC2=C(N=C(N=C2N1C3C(C(C(O3)CO)O)F)Cl)N. Cell line: IGROV1. Synergy scores: CSS=34.6, Synergy_ZIP=-14.0, Synergy_Bliss=-3.39, Synergy_Loewe=-6.10, Synergy_HSA=-0.733. (3) Drug 1: CC12CCC3C(C1CCC2=O)CC(=C)C4=CC(=O)C=CC34C. Drug 2: CC1=C(C=C(C=C1)NC(=O)C2=CC=C(C=C2)CN3CCN(CC3)C)NC4=NC=CC(=N4)C5=CN=CC=C5. Cell line: MDA-MB-231. Synergy scores: CSS=51.2, Synergy_ZIP=1.03, Synergy_Bliss=1.21, Synergy_Loewe=1.43, Synergy_HSA=1.55. (4) Drug 1: C1=NC2=C(N1)C(=S)N=C(N2)N. Drug 2: C(CCl)NC(=O)N(CCCl)N=O. Cell line: BT-549. Synergy scores: CSS=13.7, Synergy_ZIP=-6.57, Synergy_Bliss=3.06, Synergy_Loewe=-8.62, Synergy_HSA=1.43. (5) Drug 1: CN1CCC(CC1)COC2=C(C=C3C(=C2)N=CN=C3NC4=C(C=C(C=C4)Br)F)OC. Drug 2: C1CC(C1)(C(=O)O)C(=O)O.[NH2-].[NH2-].[Pt+2]. Cell line: LOX IMVI. Synergy scores: CSS=44.7, Synergy_ZIP=1.64, Synergy_Bliss=3.12, Synergy_Loewe=4.80, Synergy_HSA=6.05. (6) Drug 1: CN(CC1=CN=C2C(=N1)C(=NC(=N2)N)N)C3=CC=C(C=C3)C(=O)NC(CCC(=O)O)C(=O)O. Drug 2: CC1=CC=C(C=C1)C2=CC(=NN2C3=CC=C(C=C3)S(=O)(=O)N)C(F)(F)F. Cell line: T-47D. Synergy scores: CSS=-26.7, Synergy_ZIP=15.4, Synergy_Bliss=10.5, Synergy_Loewe=-19.0, Synergy_HSA=-15.6. (7) Drug 1: C1=CC(=CC=C1C#N)C(C2=CC=C(C=C2)C#N)N3C=NC=N3. Drug 2: C1CN1P(=S)(N2CC2)N3CC3. Cell line: CCRF-CEM. Synergy scores: CSS=60.7, Synergy_ZIP=-3.82, Synergy_Bliss=-13.1, Synergy_Loewe=-4.69, Synergy_HSA=-9.24.